From a dataset of Full USPTO retrosynthesis dataset with 1.9M reactions from patents (1976-2016). Predict the reactants needed to synthesize the given product. (1) Given the product [Cl:26][C:21]1[CH:22]=[CH:23][CH:24]=[CH:25][C:20]=1[N:19]1[C:15]([C:12]2[CH:13]=[CH:14][C:9]([OH:8])=[CH:10][CH:11]=2)=[C:16]([CH3:32])[C:17]([C:27]([O:29][CH2:30][CH3:31])=[O:28])=[N:18]1, predict the reactants needed to synthesize it. The reactants are: C([O:8][C:9]1[CH:14]=[CH:13][C:12]([C:15]2[N:19]([C:20]3[CH:25]=[CH:24][CH:23]=[CH:22][C:21]=3[Cl:26])[N:18]=[C:17]([C:27]([O:29][CH2:30][CH3:31])=[O:28])[C:16]=2[CH3:32])=[CH:11][CH:10]=1)C1C=CC=CC=1.C(O)C. (2) Given the product [CH2:44]([N:30]([CH2:28][CH3:29])[C:31](=[O:43])[C:32]1[CH:37]=[CH:36][C:35]([NH:1][C:2]2[N:27]=[C:5]3[CH:6]=[CH:7][C:8]([C:10]4[CH:11]=[CH:12][C:13]([NH:16][C:17](=[O:26])[CH2:18][C:19]5[CH:24]=[CH:23][C:22]([F:25])=[CH:21][CH:20]=5)=[CH:14][CH:15]=4)=[CH:9][N:4]3[N:3]=2)=[C:34]([O:39][CH:40]([CH3:41])[CH3:42])[CH:33]=1)[CH3:45], predict the reactants needed to synthesize it. The reactants are: [NH2:1][C:2]1[N:27]=[C:5]2[CH:6]=[CH:7][C:8]([C:10]3[CH:15]=[CH:14][C:13]([NH:16][C:17](=[O:26])[CH2:18][C:19]4[CH:24]=[CH:23][C:22]([F:25])=[CH:21][CH:20]=4)=[CH:12][CH:11]=3)=[CH:9][N:4]2[N:3]=1.[CH2:28]([N:30]([CH2:44][CH3:45])[C:31](=[O:43])[C:32]1[CH:37]=[CH:36][C:35](I)=[C:34]([O:39][CH:40]([CH3:42])[CH3:41])[CH:33]=1)[CH3:29].CC(C1C=C(C(C)C)C(C2C=CC=CC=2P(C2CCCCC2)C2CCCCC2)=C(C(C)C)C=1)C.CC(C)([O-])C.[Na+]. (3) Given the product [CH2:15]([O:22][C:23](=[O:39])[CH:24]([CH3:2])[CH2:25][CH:26]1[CH2:31][CH2:30][N:29]([C:32]([O:34][C:35]([CH3:36])([CH3:38])[CH3:37])=[O:33])[CH2:28][CH2:27]1)[C:16]1[CH:21]=[CH:20][CH:19]=[CH:18][CH:17]=1, predict the reactants needed to synthesize it. The reactants are: [Li+].[CH3:2]C([N-]C(C)C)C.C1CCCCC1.[CH2:15]([O:22][C:23](=[O:39])[CH2:24][CH2:25][CH:26]1[CH2:31][CH2:30][N:29]([C:32]([O:34][C:35]([CH3:38])([CH3:37])[CH3:36])=[O:33])[CH2:28][CH2:27]1)[C:16]1[CH:21]=[CH:20][CH:19]=[CH:18][CH:17]=1.IC. (4) Given the product [C:10]([O:9][C:8]([NH:7][C@@H:3]1[CH2:4][CH2:5][CH2:6][N:1]([CH:27]([C:17]2[CH:18]=[CH:19][CH:20]=[CH:21][C:16]=2[F:15])[C:26]([OH:30])=[O:29])[CH2:2]1)=[O:14])([CH3:11])([CH3:13])[CH3:12], predict the reactants needed to synthesize it. The reactants are: [NH:1]1[CH2:6][CH2:5][CH2:4][C@@H:3]([NH:7][C:8](=[O:14])[O:9][C:10]([CH3:13])([CH3:12])[CH3:11])[CH2:2]1.[F:15][C:16]1[CH:21]=[CH:20][CH:19]=[CH:18][C:17]=1B(O)O.O.[C:26]([OH:30])(=[O:29])[CH:27]=O.C(O)(C(F)(F)F)C(F)(F)F. (5) Given the product [Cl:22][C:19]1[CH:18]=[CH:17][C:16]([CH2:15][O:14][C:11]2[CH:12]=[CH:13][N:8]([C:5]3[CH:6]=[CH:7][C:2]4[N:1]=[C:63]([CH:59]5[CH2:60][CH2:61][CH2:62]5)[N:24]([CH3:25])[C:3]=4[CH:4]=3)[C:9](=[O:23])[CH:10]=2)=[CH:21][CH:20]=1, predict the reactants needed to synthesize it. The reactants are: [NH2:1][C:2]1[CH:7]=[CH:6][C:5]([N:8]2[CH:13]=[CH:12][C:11]([O:14][CH2:15][C:16]3[CH:21]=[CH:20][C:19]([Cl:22])=[CH:18][CH:17]=3)=[CH:10][C:9]2=[O:23])=[CH:4][C:3]=1[NH:24][CH3:25].CN(C(ON1N=NC2C=CC=NC1=2)=[N+](C)C)C.F[P-](F)(F)(F)(F)F.C(N(CC)C(C)C)(C)C.[CH:59]1([C:63](O)=O)[CH2:62][CH2:61][CH2:60]1. (6) The reactants are: [NH:1]1[C:9]2[CH:8]=[CH:7][N:6]=[CH:5][C:4]=2[CH:3]=[C:2]1[C:10]([OH:12])=O.N1(O)C2C=CC=CC=2N=N1.C(Cl)CCl.CCN(C(C)C)C(C)C.Cl.[CH2:37]([S:44]([C:47]1[CH:52]=[CH:51][C:50]([CH2:53][NH2:54])=[CH:49][CH:48]=1)(=[O:46])=[O:45])[C:38]1[CH:43]=[CH:42][CH:41]=[CH:40][CH:39]=1. Given the product [CH2:37]([S:44]([C:47]1[CH:48]=[CH:49][C:50]([CH2:53][NH:54][C:10]([C:2]2[NH:1][C:9]3[CH:8]=[CH:7][N:6]=[CH:5][C:4]=3[CH:3]=2)=[O:12])=[CH:51][CH:52]=1)(=[O:46])=[O:45])[C:38]1[CH:39]=[CH:40][CH:41]=[CH:42][CH:43]=1, predict the reactants needed to synthesize it. (7) Given the product [Cl:1][C:2]1[C:7]([OH:8])=[C:6]([F:9])[C:5]([CH3:10])=[C:4]([N+:12]([O-:13])=[O:11])[CH:3]=1, predict the reactants needed to synthesize it. The reactants are: [Cl:1][C:2]1[C:7]([OH:8])=[C:6]([F:9])[C:5]([CH3:10])=[CH:4][CH:3]=1.[O:11]=[N+:12]=[O:13].F[B-](F)(F)F.CCCCCC.